This data is from TCR-epitope binding with 47,182 pairs between 192 epitopes and 23,139 TCRs. The task is: Binary Classification. Given a T-cell receptor sequence (or CDR3 region) and an epitope sequence, predict whether binding occurs between them. (1) The epitope is TAFTIPSI. The TCR CDR3 sequence is CASSFDYALYGYTF. Result: 0 (the TCR does not bind to the epitope). (2) The epitope is GVAMPNLYK. The TCR CDR3 sequence is CASSLSQGIQNIQYF. Result: 0 (the TCR does not bind to the epitope). (3) The epitope is RPHERNGFTVL. The TCR CDR3 sequence is CASSQVMDSTYNSPLHF. Result: 0 (the TCR does not bind to the epitope).